Dataset: Forward reaction prediction with 1.9M reactions from USPTO patents (1976-2016). Task: Predict the product of the given reaction. (1) Given the reactants [C:1]([O:10][CH2:11][CH3:12])(=[O:9])[C:2]#[C:3][C:4]([O:6][CH2:7][CH3:8])=[O:5].[CH3:13][O:14][C:15]1[CH:20]=[CH:19][C:18]([C:21](=[O:32])[CH2:22][NH:23][NH:24][C:25]([O:27][C:28]([CH3:31])([CH3:30])[CH3:29])=[O:26])=[CH:17][CH:16]=1, predict the reaction product. The product is: [C:28]([O:27][C:25]([NH:24][N:23]([C:2](=[CH:3][C:4]([O:6][CH2:7][CH3:8])=[O:5])[C:1]([O:10][CH2:11][CH3:12])=[O:9])[CH2:22][C:21]([C:18]1[CH:17]=[CH:16][C:15]([O:14][CH3:13])=[CH:20][CH:19]=1)=[O:32])=[O:26])([CH3:31])([CH3:30])[CH3:29]. (2) Given the reactants [Cl:1][C:2]1[CH:3]=[C:4]([C@@H:8]([C@@H:17]2[CH2:22][CH2:21][CH2:20][N:19]([C:23](=[O:43])[NH:24][CH2:25][C@@H:26]([N:34](C(OC(C)(C)C)=O)[CH3:35])[CH2:27][C@H:28]3[CH2:33][CH2:32][CH2:31][O:30][CH2:29]3)[CH2:18]2)[O:9][CH2:10][CH2:11][NH:12][C:13](=[O:16])[O:14][CH3:15])[CH:5]=[CH:6][CH:7]=1.Cl, predict the reaction product. The product is: [ClH:1].[Cl:1][C:2]1[CH:3]=[C:4]([C@@H:8]([C@@H:17]2[CH2:22][CH2:21][CH2:20][N:19]([C:23](=[O:43])[NH:24][CH2:25][C@@H:26]([NH:34][CH3:35])[CH2:27][C@H:28]3[CH2:33][CH2:32][CH2:31][O:30][CH2:29]3)[CH2:18]2)[O:9][CH2:10][CH2:11][NH:12][C:13](=[O:16])[O:14][CH3:15])[CH:5]=[CH:6][CH:7]=1.[Cl:1][C:2]1[CH:3]=[C:4]([C@@H:8]([C@@H:17]2[CH2:22][CH2:21][CH2:20][N:19]([C:23](=[O:43])[NH:24][CH2:25][C@@H:26]([NH:34][CH3:35])[CH2:27][C@H:28]3[CH2:33][CH2:32][CH2:31][O:30][CH2:29]3)[CH2:18]2)[O:9][CH2:10][CH2:11][NH:12][C:13](=[O:16])[O:14][CH3:15])[CH:5]=[CH:6][CH:7]=1. (3) Given the reactants [NH:1](C(OC(C)(C)C)=O)[C@H:2]([C:8]([O:10]C(C)(C)C)=[O:9])[CH2:3][CH2:4][C:5](=[O:7])O.C1C=C2N=NN(O)C2=CC=1.O.C(N=C=NC(C)C)(C)C.[CH:42]1[C:47]([S:48]([OH:51])(=[O:50])=[O:49])=[C:46]([OH:52])[C:45]([NH2:53])=[CH:44][C:43]=1[Cl:54], predict the reaction product. The product is: [Cl:54][C:43]1[CH:42]=[C:47]([S:48]([OH:51])(=[O:49])=[O:50])[C:46]([OH:52])=[C:45]([NH:53][C:5](=[O:7])[CH2:4][CH2:3][C@@H:2]([C:8]([OH:10])=[O:9])[NH2:1])[CH:44]=1. (4) Given the reactants Br[C:2]1[CH:3]=[C:4]([CH:9]=[CH:10][C:11]=1[OH:12])[C:5]([O:7][CH3:8])=[O:6].[C:13]([Cu])#[N:14], predict the reaction product. The product is: [C:13]([C:2]1[CH:3]=[C:4]([CH:9]=[CH:10][C:11]=1[OH:12])[C:5]([O:7][CH3:8])=[O:6])#[N:14]. (5) Given the reactants [Br:1][C:2]1[CH:9]=[CH:8][CH:7]=[CH:6][C:3]=1[CH:4]=[O:5].C[Si]([C:14]([F:17])([F:16])[F:15])(C)C, predict the reaction product. The product is: [Br:1][C:2]1[CH:9]=[CH:8][CH:7]=[CH:6][C:3]=1[CH:4]([OH:5])[C:14]([F:17])([F:16])[F:15]. (6) The product is: [OH:15][N:14]=[C:10]([CH3:11])[C:9]([C:6]1[CH:7]=[CH:8][C:3]([O:2][CH3:1])=[CH:4][C:5]=1[CH3:13])=[O:12]. Given the reactants [CH3:1][O:2][C:3]1[CH:8]=[CH:7][C:6]([C:9](=[O:12])[CH2:10][CH3:11])=[C:5]([CH3:13])[CH:4]=1.[N:14](OCCC(C)C)=[O:15].Cl, predict the reaction product. (7) Given the reactants [CH2:1]=[CH:2][CH:3]=[CH2:4].[Cl:5][C:6]1[CH:16]=[C:15]([F:17])[CH:14]=[CH:13][C:7]=1[CH:8]=[CH:9][N+:10]([O-:12])=[O:11], predict the reaction product. The product is: [Cl:5][C:6]1[CH:16]=[C:15]([F:17])[CH:14]=[CH:13][C:7]=1[C@H:8]1[C@H:9]([N+:10]([O-:12])=[O:11])[CH2:4][CH:3]=[CH:2][CH2:1]1.